This data is from Full USPTO retrosynthesis dataset with 1.9M reactions from patents (1976-2016). The task is: Predict the reactants needed to synthesize the given product. (1) Given the product [N:14]([CH2:17][CH2:18][CH2:19][NH:20][C:2]1[N:3]=[N+:4]([O-:12])[C:5]2[CH:11]=[CH:10][CH:9]=[CH:8][C:6]=2[N:7]=1)=[N+:15]=[N-:16], predict the reactants needed to synthesize it. The reactants are: Cl[C:2]1[N:3]=[N+:4]([O-:12])[C:5]2[CH:11]=[CH:10][CH:9]=[CH:8][C:6]=2[N:7]=1.Cl.[N:14]([CH2:17][CH2:18][CH2:19][NH2:20])=[N+:15]=[N-:16].CCN(CC)CC. (2) Given the product [C:16]1([CH:9]([C:3]2[CH:4]=[CH:5][CH:6]=[CH:7][CH:8]=2)[N:10]2[CH2:13][CH:12]([N:14]3[C:30]([C:32]4[CH:37]=[C:36]([F:38])[CH:35]=[CH:34][C:33]=4[OH:39])=[CH:29][CH:28]=[N:15]3)[CH2:11]2)[CH:21]=[CH:20][CH:19]=[CH:18][CH:17]=1, predict the reactants needed to synthesize it. The reactants are: Cl.Cl.[C:3]1([CH:9]([C:16]2[CH:21]=[CH:20][CH:19]=[CH:18][CH:17]=2)[N:10]2[CH2:13][CH:12]([NH:14][NH2:15])[CH2:11]2)[CH:8]=[CH:7][CH:6]=[CH:5][CH:4]=1.C(O)(=O)C.CN(C)/[CH:28]=[CH:29]/[C:30]([C:32]1[CH:37]=[C:36]([F:38])[CH:35]=[CH:34][C:33]=1[OH:39])=O. (3) Given the product [Cl:1][C:2]1[CH:18]=[CH:17][C:5]2[CH2:6][CH2:7][N:8]([C:11](=[O:16])[C:12]([F:13])([F:15])[F:14])[CH2:9][CH2:10][C:4]=2[C:3]=1[C:35]#[C:34][C:30]1[CH:31]=[CH:32][CH:33]=[C:28]([F:27])[CH:29]=1, predict the reactants needed to synthesize it. The reactants are: [Cl:1][C:2]1[CH:18]=[CH:17][C:5]2[CH2:6][CH2:7][N:8]([C:11](=[O:16])[C:12]([F:15])([F:14])[F:13])[CH2:9][CH2:10][C:4]=2[C:3]=1OS(C(F)(F)F)(=O)=O.[F:27][C:28]1[CH:29]=[C:30]([C:34]#[CH:35])[CH:31]=[CH:32][CH:33]=1. (4) Given the product [OH:7][C@H:8]1[C@H:12]2[O:13][CH2:14][C@@H:15]([O:16][C:17](=[O:31])[CH2:18][CH2:19][CH2:20][C@H:21]([O:27][N+:28]([O-:30])=[O:29])[CH2:22][O:23][N+:24]([O-:26])=[O:25])[C@H:11]2[O:10][CH2:9]1, predict the reactants needed to synthesize it. The reactants are: O1CCCCC1[O:7][C@H:8]1[C@H:12]2[O:13][CH2:14][C@@H:15]([O:16][C:17](=[O:31])[CH2:18][CH2:19][CH2:20][C@H:21]([O:27][N+:28]([O-:30])=[O:29])[CH2:22][O:23][N+:24]([O-:26])=[O:25])[C@H:11]2[O:10][CH2:9]1.C(O)C. (5) The reactants are: [Br:1][C:2]1[C:7]([O:8][CH3:9])=[CH:6][CH:5]=[C:4]([N+:10]([O-])=O)[N:3]=1.O.C([O-])(O)=O.[Na+]. Given the product [Br:1][C:2]1[N:3]=[C:4]([NH2:10])[CH:5]=[CH:6][C:7]=1[O:8][CH3:9], predict the reactants needed to synthesize it. (6) The reactants are: [C:1]1([C@H:7]([OH:9])[CH3:8])[CH:6]=[CH:5][CH:4]=[CH:3][CH:2]=1.[H-].[Na+].CS(O[CH2:17][CH:18]=[C:19]([C:26]1[CH:31]=[CH:30][CH:29]=[CH:28][CH:27]=1)[C:20]1[CH:25]=[CH:24][CH:23]=[CH:22][CH:21]=1)(=O)=O. Given the product [C:1]1([C@H:7]([O:9][CH2:17][CH:18]=[C:19]([C:20]2[CH:25]=[CH:24][CH:23]=[CH:22][CH:21]=2)[C:26]2[CH:31]=[CH:30][CH:29]=[CH:28][CH:27]=2)[CH3:8])[CH:6]=[CH:5][CH:4]=[CH:3][CH:2]=1, predict the reactants needed to synthesize it. (7) Given the product [C:10]([C:6]1[CH:5]=[C:4]([NH:14][C:15](=[O:17])[CH3:16])[CH:3]=[C:2]([C:26]2[CH:35]=[CH:34][C:33]3[C:28](=[CH:29][CH:30]=[C:31]([NH:36][S:37]([CH3:40])(=[O:38])=[O:39])[CH:32]=3)[CH:27]=2)[C:7]=1[O:8][CH3:9])([CH3:13])([CH3:12])[CH3:11], predict the reactants needed to synthesize it. The reactants are: Br[C:2]1[CH:3]=[C:4]([NH:14][C:15](=[O:17])[CH3:16])[CH:5]=[C:6]([C:10]([CH3:13])([CH3:12])[CH3:11])[C:7]=1[O:8][CH3:9].CC1(C)C(C)(C)OB([C:26]2[CH:27]=[C:28]3[C:33](=[CH:34][CH:35]=2)[CH:32]=[C:31]([NH:36][S:37]([CH3:40])(=[O:39])=[O:38])[CH:30]=[CH:29]3)O1. (8) The reactants are: C=O.[Cl:3][C:4]1[C:5]([C:50]([F:53])([F:52])[F:51])=[CH:6][C:7]2[N:11]=[C:10]([CH2:12][CH2:13][CH2:14][CH2:15][NH:16][CH2:17][C@@H:18]3[C@H:22]4[O:23][C:24]([CH3:27])([CH3:26])[O:25][C@H:21]4[C@H:20]([N:28]4[C:32]5[N:33]=[CH:34][N:35]=[C:36]([NH:37][CH:38]6[CH2:40][CH2:39]6)[C:31]=5[CH:30]=[CH:29]4)[CH2:19]3)[N:9]([CH2:41][O:42][CH2:43][CH2:44][Si:45]([CH3:48])([CH3:47])[CH3:46])[C:8]=2[CH:49]=1.[BH3-][C:55]#N.[Na+]. Given the product [Cl:3][C:4]1[C:5]([C:50]([F:53])([F:51])[F:52])=[CH:6][C:7]2[N:11]=[C:10]([CH2:12][CH2:13][CH2:14][CH2:15][N:16]([CH2:17][C@@H:18]3[C@H:22]4[O:23][C:24]([CH3:27])([CH3:26])[O:25][C@H:21]4[C@H:20]([N:28]4[C:32]5[N:33]=[CH:34][N:35]=[C:36]([NH:37][CH:38]6[CH2:39][CH2:40]6)[C:31]=5[CH:30]=[CH:29]4)[CH2:19]3)[CH3:55])[N:9]([CH2:41][O:42][CH2:43][CH2:44][Si:45]([CH3:48])([CH3:47])[CH3:46])[C:8]=2[CH:49]=1, predict the reactants needed to synthesize it. (9) Given the product [CH3:1][O:2][C:3]([C:5]1[CH:6]=[C:7]([C:20]2[CH:21]=[C:22]([O:26][CH3:27])[C:23]([O:24][CH3:25])=[C:18]([O:17][CH3:16])[CH:19]=2)[CH:8]=[C:9]2[C:14]=1[O:13][CH2:12][CH:11]=[CH:10]2)=[O:4], predict the reactants needed to synthesize it. The reactants are: [CH3:1][O:2][C:3]([C:5]1[CH:6]=[C:7](I)[CH:8]=[C:9]2[C:14]=1[O:13][CH2:12][CH:11]=[CH:10]2)=[O:4].[CH3:16][O:17][C:18]1[CH:19]=[C:20](B(O)O)[CH:21]=[C:22]([O:26][CH3:27])[C:23]=1[O:24][CH3:25]. (10) The reactants are: [CH3:1][C:2]([C:14]1[CH:19]=[CH:18][C:17]([N+:20]([O-:22])=[O:21])=[CH:16][N:15]=1)(C(OC)=O)[C:3]([O:5][C:6](C)(C)C)=[O:4].C(O)(C(F)(F)F)=O. Given the product [N+:20]([C:17]1[CH:18]=[CH:19][C:14]([CH:2]([CH3:1])[C:3]([O:5][CH3:6])=[O:4])=[N:15][CH:16]=1)([O-:22])=[O:21], predict the reactants needed to synthesize it.